Dataset: Catalyst prediction with 721,799 reactions and 888 catalyst types from USPTO. Task: Predict which catalyst facilitates the given reaction. (1) Reactant: [CH3:1][C:2]1[N:3]([CH2:12][C:13]([F:16])([F:15])[F:14])[C:4]2[C:10]([NH2:11])=[CH:9][CH:8]=[CH:7][C:5]=2[N:6]=1.[N:17]([C:20]1[CH:21]=[N:22][CH:23]=[CH:24][C:25]=1[O:26][CH3:27])=[C:18]=[S:19]. Product: [CH3:27][O:26][C:25]1[CH:24]=[CH:23][N:22]=[CH:21][C:20]=1[NH:17][C:18]([NH:11][C:10]1[C:4]2[N:3]([CH2:12][C:13]([F:14])([F:16])[F:15])[C:2]([CH3:1])=[N:6][C:5]=2[CH:7]=[CH:8][CH:9]=1)=[S:19]. The catalyst class is: 3. (2) Reactant: C(OC([N:8]1[CH2:13][CH2:12][N:11]([C:14]2[CH:22]=[CH:21][CH:20]=[C:19]3[C:15]=2[C:16]([S:23]([C:26]2[CH:31]=[CH:30][CH:29]=[CH:28][CH:27]=2)(=[O:25])=[O:24])=[N:17][NH:18]3)[CH2:10][CH2:9]1)=O)(C)(C)C.[ClH:32]. Product: [ClH:32].[C:26]1([S:23]([C:16]2[C:15]3[C:19](=[CH:20][CH:21]=[CH:22][C:14]=3[N:11]3[CH2:10][CH2:9][NH:8][CH2:13][CH2:12]3)[NH:18][N:17]=2)(=[O:25])=[O:24])[CH:27]=[CH:28][CH:29]=[CH:30][CH:31]=1. The catalyst class is: 275. (3) Reactant: Cl.[Cl:2][C:3]1[CH:4]=[CH:5][C:6]([O:20][CH2:21][CH:22]([CH3:24])[CH3:23])=[C:7]([CH2:9][C:10]2[S:11][CH:12]=[C:13]([C:15](=[NH:19])OCC)[N:14]=2)[CH:8]=1.[F:25][C:26]1[C:31]([F:32])=[CH:30][C:29](N)=[C:28]([NH2:34])[CH:27]=1. Product: [Cl:2][C:3]1[CH:4]=[CH:5][C:6]([O:20][CH2:21][CH:22]([CH3:23])[CH3:24])=[C:7]([CH2:9][C:10]2[S:11][CH:12]=[C:13]([C:15]3[NH:19][C:29]4[CH:30]=[C:31]([F:32])[C:26]([F:25])=[CH:27][C:28]=4[N:34]=3)[N:14]=2)[CH:8]=1. The catalyst class is: 8.